Predict the reactants needed to synthesize the given product. From a dataset of Full USPTO retrosynthesis dataset with 1.9M reactions from patents (1976-2016). (1) Given the product [CH3:1][O:2][C:3]([C:5]1[CH:6]=[N:7][CH:8]=[C:9]([O:11][C:12]2[CH:17]=[CH:16][C:15]3[N:18]([CH3:19])[C:29]([NH:28][C:25]4[CH:26]=[CH:27][C:22]([Br:21])=[CH:23][CH:24]=4)=[N:20][C:14]=3[CH:13]=2)[CH:10]=1)=[O:4], predict the reactants needed to synthesize it. The reactants are: [CH3:1][O:2][C:3]([C:5]1[CH:6]=[N:7][CH:8]=[C:9]([O:11][C:12]2[CH:17]=[CH:16][C:15]([NH:18][CH3:19])=[C:14]([NH2:20])[CH:13]=2)[CH:10]=1)=[O:4].[Br:21][C:22]1[CH:27]=[CH:26][C:25]([N:28]=[C:29]=S)=[CH:24][CH:23]=1.CI. (2) Given the product [C:1]([C:3]1([C:17]2[CH:22]=[CH:21][CH:20]=[CH:19][N:18]=2)[CH2:8][CH2:7][N:6]([C:9]([O:11][CH2:12][CH2:13][CH2:14][CH3:15])=[O:10])[CH2:5][CH2:4]1)#[N:2], predict the reactants needed to synthesize it. The reactants are: [C:1]([CH:3]1[CH2:8][CH2:7][N:6]([C:9]([O:11][CH2:12][CH2:13][CH2:14][CH3:15])=[O:10])[CH2:5][CH2:4]1)#[N:2].F[C:17]1[CH:22]=[C:21](C)[CH:20]=[CH:19][N:18]=1.C[Si]([N-][Si](C)(C)C)(C)C.[Na+].[Cl-].[NH4+].